From a dataset of Catalyst prediction with 721,799 reactions and 888 catalyst types from USPTO. Predict which catalyst facilitates the given reaction. Reactant: [CH:1]1([C@H:7]([NH:28]C(=O)OC(C)(C)C)[C:8](=[O:27])[N:9]2[C:13]3=[N:14][CH:15]=[CH:16][CH:17]=[C:12]3[CH2:11][C@H:10]2[C:18](=[O:26])[NH:19][C:20]2[CH:25]=[CH:24][CH:23]=[CH:22][CH:21]=2)[CH2:6][CH2:5][CH2:4][CH2:3][CH2:2]1.C(O)(C(F)(F)F)=O. Product: [C:20]1([NH:19][C:18]([C@H:10]2[N:9]([C:8](=[O:27])[C@@H:7]([NH2:28])[CH:1]3[CH2:2][CH2:3][CH2:4][CH2:5][CH2:6]3)[C:13]3=[N:14][CH:15]=[CH:16][CH:17]=[C:12]3[CH2:11]2)=[O:26])[CH:21]=[CH:22][CH:23]=[CH:24][CH:25]=1. The catalyst class is: 2.